From a dataset of Reaction yield outcomes from USPTO patents with 853,638 reactions. Predict the reaction yield, written as a fraction of the theoretical maximum amount of product (1.0 means a 100% yield; for example, 0.34 means a 34% yield). The reactants are Cl.[CH2:2]([O:9][C:10]1[CH:15]=[CH:14][N:13]([C:16]2[CH:24]=[C:23]3[C:19]([C:20]4[CH2:29][CH2:28][NH:27][CH2:26][C:21]=4[N:22]3[CH3:25])=[CH:18][CH:17]=2)[C:12](=[O:30])[CH:11]=1)[C:3]1[CH:8]=[CH:7][CH:6]=[CH:5][CH:4]=1.[CH:31](=O)[CH3:32].[BH-](OC(C)=O)(OC(C)=O)OC(C)=O.[Na+]. The catalyst is ClCCl.C(O)(=O)C. The product is [CH2:2]([O:9][C:10]1[CH:15]=[CH:14][N:13]([C:16]2[CH:24]=[C:23]3[C:19]([C:20]4[CH2:29][CH2:28][N:27]([CH2:31][CH3:32])[CH2:26][C:21]=4[N:22]3[CH3:25])=[CH:18][CH:17]=2)[C:12](=[O:30])[CH:11]=1)[C:3]1[CH:4]=[CH:5][CH:6]=[CH:7][CH:8]=1. The yield is 0.720.